From a dataset of Full USPTO retrosynthesis dataset with 1.9M reactions from patents (1976-2016). Predict the reactants needed to synthesize the given product. (1) Given the product [F:1][C:2]1[C:3]([CH:14]=[O:22])=[CH:4][C:5]2[C:9]([CH3:10])([CH3:11])[O:8][B:7]([OH:12])[C:6]=2[CH:13]=1, predict the reactants needed to synthesize it. The reactants are: [F:1][C:2]1[C:3]([CH3:14])=[CH:4][C:5]2[C:9]([CH3:11])([CH3:10])[O:8][B:7]([OH:12])[C:6]=2[CH:13]=1.C(OOC(=O)C1C=CC=CC=1)(=[O:22])C1C=CC=CC=1.C1C(=O)N(Br)C(=O)C1.C([O-])([O-])=O.[Na+].[Na+].Cl. (2) Given the product [OH:4][CH2:5][CH2:6][N:7]([C:8]1[CH:9]=[CH:10][C:11]([F:14])=[CH:12][CH:13]=1)[CH2:15][CH2:16][OH:17], predict the reactants needed to synthesize it. The reactants are: C([O:4][CH2:5][CH2:6][N:7]([CH2:15][C:16](OCC)=[O:17])[C:8]1[CH:13]=[CH:12][C:11]([F:14])=[CH:10][CH:9]=1)(=O)C.[BH4-].[Li+].O. (3) Given the product [CH3:1][O:2][C:3]([CH:5]1[CH2:10][CH2:9][CH:8]([C:11]([O:13][CH3:14])=[O:12])[CH2:7][N:6]1[S:16]([CH3:15])(=[O:18])=[O:17])=[O:4], predict the reactants needed to synthesize it. The reactants are: [CH3:1][O:2][C:3]([C@H:5]1[CH2:10][CH2:9][C@@H:8]([C:11]([O:13][CH3:14])=[O:12])[CH2:7][NH:6]1)=[O:4].[CH3:15][S:16](Cl)(=[O:18])=[O:17].